From a dataset of Reaction yield outcomes from USPTO patents with 853,638 reactions. Predict the reaction yield, written as a fraction of the theoretical maximum amount of product (1.0 means a 100% yield; for example, 0.34 means a 34% yield). (1) The reactants are [Cl:1][C:2]1[C:11]2[C:6](=[CH:7][C:8]([O:14][CH2:15][C:16]3[CH:21]=[CH:20][N:19]=[CH:18][CH:17]=3)=[C:9]([O:12][CH3:13])[CH:10]=2)[N:5]=[CH:4][N:3]=1.[F:22][C:23]1[CH:29]=[C:28]([CH3:30])[C:27]([OH:31])=[CH:26][C:24]=1[NH2:25].Cl. The catalyst is C(O)(C)C. The product is [ClH:1].[F:22][C:23]1[CH:29]=[C:28]([CH3:30])[C:27]([OH:31])=[CH:26][C:24]=1[NH:25][C:2]1[C:11]2[C:6](=[CH:7][C:8]([O:14][CH2:15][C:16]3[CH:21]=[CH:20][N:19]=[CH:18][CH:17]=3)=[C:9]([O:12][CH3:13])[CH:10]=2)[N:5]=[CH:4][N:3]=1. The yield is 0.470. (2) The yield is 0.440. The catalyst is CN(C=O)C. The reactants are [NH:1]1[CH:5]=[N:4][N:3]=[N:2]1.C(=O)([O-])[O-].[K+].[K+].Cl[CH2:13][O:14][CH2:15][C:16]1[CH:21]=[CH:20][CH:19]=[CH:18][CH:17]=1. The product is [CH2:15]([O:14][CH2:13][N:2]1[N:3]=[N:4][CH:5]=[N:1]1)[C:16]1[CH:21]=[CH:20][CH:19]=[CH:18][CH:17]=1.[CH2:15]([O:14][CH2:13][N:1]1[CH:5]=[N:4][NH:3][NH:2]1)[C:16]1[CH:21]=[CH:20][CH:19]=[CH:18][CH:17]=1. (3) The reactants are [CH3:1][O:2][C:3]1[CH:4]=[C:5]2[C:10](=[CH:11][CH:12]=1)[NH:9][C:8](=O)[CH:7]=[N:6]2.COC1C=C2C(N=CC(=O)N2)=CC=1.P(Cl)(Cl)([Cl:29])=O. No catalyst specified. The product is [Cl:29][C:8]1[CH:7]=[N:6][C:5]2[C:10](=[CH:11][CH:12]=[C:3]([O:2][CH3:1])[CH:4]=2)[N:9]=1. The yield is 0.350. (4) The reactants are [CH2:1]([O:3][C:4](=[O:31])[CH2:5][N:6]([CH2:17][C:18]([N:20]([N:22]1[CH2:30][C:29]2[C:24](=[CH:25][CH:26]=[CH:27][CH:28]=2)[CH2:23]1)[CH3:21])=[O:19])[C:7]1[CH:8]=[C:9]2[C:13](=[CH:14][C:15]=1[CH3:16])[NH:12][N:11]=[CH:10]2)[CH3:2].[CH2:32](I)[CH3:33]. No catalyst specified. The product is [CH2:1]([O:3][C:4](=[O:31])[CH2:5][N:6]([CH2:17][C:18]([N:20]([N:22]1[CH2:23][C:24]2[C:29](=[CH:28][CH:27]=[CH:26][CH:25]=2)[CH2:30]1)[CH3:21])=[O:19])[C:7]1[CH:8]=[C:9]2[C:13](=[CH:14][C:15]=1[CH3:16])[N:12]([CH2:32][CH3:33])[N:11]=[CH:10]2)[CH3:2]. The yield is 0.690.